Dataset: Forward reaction prediction with 1.9M reactions from USPTO patents (1976-2016). Task: Predict the product of the given reaction. (1) Given the reactants [NH3:1].Cl[C:3]1[C:4]2[C:11]([I:12])=[CH:10][N:9]([CH2:13][CH:14]3[CH2:16][CH2:15]3)[C:5]=2[N:6]=[CH:7][N:8]=1.C(=O)=O.CC(C)=O, predict the reaction product. The product is: [CH:14]1([CH2:13][N:9]2[C:5]3[N:6]=[CH:7][N:8]=[C:3]([NH2:1])[C:4]=3[C:11]([I:12])=[CH:10]2)[CH2:16][CH2:15]1. (2) Given the reactants Br[C:2]1[CH:10]=[C:9]2[C:5]([CH:6]=[CH:7][NH:8]2)=[CH:4][CH:3]=1.[CH3:11][O:12][C:13]([C:15]1[CH:16]=[C:17](B(O)O)[CH:18]=[CH:19][CH:20]=1)=[O:14].COCCOC, predict the reaction product. The product is: [NH:8]1[C:9]2[C:5](=[CH:4][CH:3]=[C:2]([C:19]3[CH:20]=[C:15]([CH:16]=[CH:17][CH:18]=3)[C:13]([O:12][CH3:11])=[O:14])[CH:10]=2)[CH:6]=[CH:7]1. (3) The product is: [F:1][C:2]1[CH:3]=[CH:4][CH:5]=[C:6]2[C:10]=1[NH:9][C:8]([C:11]([N:42]1[CH2:43][CH2:44][CH2:45][C@H:40]([C:31]3[C:32]([N:34]([CH3:39])[S:35]([CH3:38])(=[O:36])=[O:37])=[CH:33][C:23]4[O:22][C:21]([C:18]5[CH:17]=[CH:16][C:15]([F:14])=[CH:20][CH:19]=5)=[C:25]([C:26]([NH:28][CH3:29])=[O:27])[C:24]=4[CH:30]=3)[CH2:41]1)=[O:13])=[CH:7]2. Given the reactants [F:1][C:2]1[CH:3]=[CH:4][CH:5]=[C:6]2[C:10]=1[NH:9][C:8]([C:11]([OH:13])=O)=[CH:7]2.[F:14][C:15]1[CH:20]=[CH:19][C:18]([C:21]2[O:22][C:23]3[CH:33]=[C:32]([N:34]([CH3:39])[S:35]([CH3:38])(=[O:37])=[O:36])[C:31]([C@H:40]4[CH2:45][CH2:44][CH2:43][NH:42][CH2:41]4)=[CH:30][C:24]=3[C:25]=2[C:26]([NH:28][CH3:29])=[O:27])=[CH:17][CH:16]=1.C(N(CC)C(C)C)(C)C.C(P1(=O)OP(=O)(CCC)OP(=O)(CCC)O1)CC, predict the reaction product. (4) Given the reactants [NH:1]1[CH2:6][CH2:5][NH:4][CH2:3][CH2:2]1.Br[CH:8]([C:14](OCC)=O)[C:9]([O:11]CC)=[O:10].N1(C(C(OCC)=O)C(OCC)=O)CCNCC1.[H-].[Al+3].[Li+].[H-].[H-].[H-], predict the reaction product. The product is: [OH:10][CH:9]([OH:11])[CH2:8][CH2:14][N:1]1[CH2:6][CH2:5][NH:4][CH2:3][CH2:2]1. (5) Given the reactants [OH:1][CH:2]1[O:10][C@H:9]([CH2:11][OH:12])[C@@H:7]([OH:8])[C@H:5]([OH:6])[C@H:3]1[NH2:4].[O:13]=[C:14]1[O:20][C@H:19]([C@H:21]([CH2:23][OH:24])[OH:22])[C:17]([OH:18])=[C:15]1[OH:16], predict the reaction product. The product is: [O:13]=[C:14]1[O:20][C@H:19]([C@H:21]([CH2:23][OH:24])[OH:22])[C:17]([O-:18])=[C:15]1[OH:16].[OH:1][CH:2]1[O:10][C@H:9]([CH2:11][OH:12])[C@@H:7]([OH:8])[C@H:5]([OH:6])[C@H:3]1[NH2:4]. (6) Given the reactants [CH3:1][O:2][CH2:3][C:4]([CH3:10])([CH3:9])[C:5](OC)=[O:6].CC(C)C(=O)[CH2:14][C:15]#[N:16], predict the reaction product. The product is: [CH3:1][O:2][CH2:3][C:4]([CH3:10])([CH3:9])[C:5](=[O:6])[CH2:14][C:15]#[N:16]. (7) Given the reactants [CH3:1][O:2][C:3]([C:5]1[CH:14]=[CH:13][C:12]2[C:7](=[CH:8][CH:9]=[CH:10][C:11]=2[NH2:15])[N:6]=1)=[O:4].[F:16][C:17]1[CH:18]=[CH:19][C:20]([O:35][CH3:36])=[C:21]([C:23]([CH3:34])([CH3:33])[CH2:24][C:25]([OH:32])([C:28]([F:31])([F:30])[F:29])[CH:26]=O)[CH:22]=1.C(O)(=O)C.CCCCCC.C(OCC)(=O)C, predict the reaction product. The product is: [CH3:1][O:2][C:3]([C:5]1[CH:14]=[CH:13][C:12]2[C:7](=[CH:8][CH:9]=[CH:10][C:11]=2[N:15]=[CH:26][C:25]([OH:32])([C:28]([F:29])([F:31])[F:30])[CH2:24][C:23]([C:21]2[CH:22]=[C:17]([F:16])[CH:18]=[CH:19][C:20]=2[O:35][CH3:36])([CH3:33])[CH3:34])[N:6]=1)=[O:4].